The task is: Predict the product of the given reaction.. This data is from Forward reaction prediction with 1.9M reactions from USPTO patents (1976-2016). Given the reactants [CH3:1][O:2][C:3](=[O:30])[C@:4]([CH2:26][CH2:27][CH2:28][CH3:29])([CH2:19][C:20]1[CH:25]=[CH:24][CH:23]=[CH:22][CH:21]=1)[N:5]=C(C1C=CC=CC=1)C1C=CC=CC=1.Cl, predict the reaction product. The product is: [CH3:1][O:2][C:3](=[O:30])[C@:4]([CH2:26][CH2:27][CH2:28][CH3:29])([CH2:19][C:20]1[CH:25]=[CH:24][CH:23]=[CH:22][CH:21]=1)[NH2:5].